The task is: Predict the reaction yield, written as a fraction of the theoretical maximum amount of product (1.0 means a 100% yield; for example, 0.34 means a 34% yield).. This data is from Reaction yield outcomes from USPTO patents with 853,638 reactions. (1) The reactants are [Cl:1][C:2]1[CH:7]=[C:6](/[CH:8]=[CH:9]/[CH:10]([C:15]2[CH:20]=[C:19]([Cl:21])[CH:18]=[C:17]([Cl:22])[CH:16]=2)[C:11]([F:14])([F:13])[F:12])[CH:5]=[CH:4][C:3]=1[CH2:23][NH2:24].C1C=CC2N([OH:34])N=NC=2C=1.CCN=C=NC[CH2:41][CH2:42]N(C)C.Cl.CCN(C(C)C)C(C)C. The catalyst is CN(C=O)C.O. The product is [Cl:1][C:2]1[CH:7]=[C:6](/[CH:8]=[CH:9]/[CH:10]([C:15]2[CH:16]=[C:17]([Cl:22])[CH:18]=[C:19]([Cl:21])[CH:20]=2)[C:11]([F:13])([F:14])[F:12])[CH:5]=[CH:4][C:3]=1[CH2:23][NH:24][C:41](=[O:34])[CH3:42]. The yield is 0.600. (2) The reactants are [CH3:1][C@:2]12[C@@:19]3([CH3:20])[C@@H:10]([C@:11]4([CH3:33])[C@@H:16]([CH2:17][CH2:18]3)[C:15]([CH3:22])([CH3:21])[C:14]([C:23]3[CH:32]=[CH:31][C:26]([C:27]([O:29]C)=[O:28])=[CH:25][CH:24]=3)=[CH:13][CH2:12]4)[CH2:9][CH2:8][C@@H:7]1[C@H:6]1[C@H:34]([C:37]([CH3:39])=[CH2:38])[CH2:35][CH2:36][C@:5]1([NH:40][CH2:41][CH2:42][N:43]1[CH2:48][CH2:47][NH:46][CH2:45][CH2:44]1)[CH2:4][CH2:3]2.CCN(C(C)C)C(C)C.[CH:58]1([S:61](Cl)(=[O:63])=[O:62])[CH2:60][CH2:59]1. The catalyst is ClCCl. The product is [CH:58]1([S:61]([N:46]2[CH2:45][CH2:44][N:43]([CH2:42][CH2:41][NH:40][C@:5]34[CH2:36][CH2:35][C@@H:34]([C:37]([CH3:39])=[CH2:38])[C@@H:6]3[C@@H:7]3[C@@:2]([CH3:1])([CH2:3][CH2:4]4)[C@@:19]4([CH3:20])[C@@H:10]([C@:11]5([CH3:33])[C@@H:16]([CH2:17][CH2:18]4)[C:15]([CH3:21])([CH3:22])[C:14]([C:23]4[CH:32]=[CH:31][C:26]([C:27]([OH:29])=[O:28])=[CH:25][CH:24]=4)=[CH:13][CH2:12]5)[CH2:9][CH2:8]3)[CH2:48][CH2:47]2)(=[O:63])=[O:62])[CH2:60][CH2:59]1. The yield is 1.00.